Task: Predict the product of the given reaction.. Dataset: Forward reaction prediction with 1.9M reactions from USPTO patents (1976-2016) (1) Given the reactants [C:1]([N:5]1[C:9]2[C:10](=[O:26])[NH:11][C:12]3([CH2:18][CH2:17][N:16](C(OC(C)(C)C)=O)[CH2:15][CH2:14]3)[CH2:13][C:8]=2[CH:7]=[N:6]1)([CH3:4])([CH3:3])[CH3:2].[ClH:27], predict the reaction product. The product is: [ClH:27].[C:1]([N:5]1[C:9]2[C:10](=[O:26])[NH:11][C:12]3([CH2:18][CH2:17][NH:16][CH2:15][CH2:14]3)[CH2:13][C:8]=2[CH:7]=[N:6]1)([CH3:4])([CH3:2])[CH3:3]. (2) Given the reactants [CH:1]([C:3]1[CH:8]=[CH:7][C:6]([C@@H:9]2[O:14][CH2:13][CH2:12][N:11]([C:15]([O:17][C:18]([CH3:21])([CH3:20])[CH3:19])=[O:16])[CH2:10]2)=[CH:5][CH:4]=1)=O.[F:22][C:23]1[CH:32]=[CH:31][C:26]([C:27]([NH:29][NH2:30])=[O:28])=[CH:25][CH:24]=1, predict the reaction product. The product is: [F:22][C:23]1[CH:32]=[CH:31][C:26]([C:27]([NH:29][N:30]=[CH:1][C:3]2[CH:8]=[CH:7][C:6]([C@@H:9]3[O:14][CH2:13][CH2:12][N:11]([C:15]([O:17][C:18]([CH3:21])([CH3:20])[CH3:19])=[O:16])[CH2:10]3)=[CH:5][CH:4]=2)=[O:28])=[CH:25][CH:24]=1. (3) Given the reactants [Br:1][C:2]1[CH:7]=[CH:6][CH:5]=[C:4]([N+:8]([O-])=O)[C:3]=1[F:11], predict the reaction product. The product is: [Br:1][C:2]1[C:3]([F:11])=[C:4]([CH:5]=[CH:6][CH:7]=1)[NH2:8]. (4) Given the reactants [C:1]([CH2:3][CH2:4][O:5][C:6]([NH:8][CH2:9][CH2:10][CH2:11][CH2:12][CH2:13][O:14][C@@H:15]1[C@:19]([Si:21]([C:34]([CH3:37])([CH3:36])[CH3:35])([C:28]2[CH:33]=[CH:32][CH:31]=[CH:30][CH:29]=2)[C:22]2[CH:27]=[CH:26][CH:25]=[CH:24][CH:23]=2)([OH:20])[C@@H:18]([CH2:38][O:39][C:40]([C:57]2[CH:62]=[CH:61][CH:60]=[CH:59][CH:58]=2)([C:49]2[CH:54]=[CH:53][C:52]([O:55][CH3:56])=[CH:51][CH:50]=2)[C:41]2[CH:46]=[CH:45][C:44]([O:47][CH3:48])=[CH:43][CH:42]=2)[O:17][C@H:16]1[N:63]1[C:72]2[N:71]=[CH:70][N:69]=[C:67]([NH2:68])[C:66]=2[N:65]=[CH:64]1)=[O:7])#[N:2].[C:73](C1NN=NN=1)(=[O:80])[C:74]1[CH:79]=[CH:78][CH:77]=[CH:76][CH:75]=1.CC(C)=O.C(Cl)Cl, predict the reaction product. The product is: [C:73]([NH:68][C:67]1[C:66]2[N:65]=[CH:64][N:63]([C:72]=2[N:71]=[CH:70][N:69]=1)[C@@H:16]1[O:17][C@H:18]([CH2:38][O:39][C:40]([C:57]2[CH:58]=[CH:59][CH:60]=[CH:61][CH:62]=2)([C:41]2[CH:46]=[CH:45][C:44]([O:47][CH3:48])=[CH:43][CH:42]=2)[C:49]2[CH:54]=[CH:53][C:52]([O:55][CH3:56])=[CH:51][CH:50]=2)[C@@:19]([Si:21]([C:34]([CH3:35])([CH3:36])[CH3:37])([C:22]2[CH:27]=[CH:26][CH:25]=[CH:24][CH:23]=2)[C:28]2[CH:29]=[CH:30][CH:31]=[CH:32][CH:33]=2)([OH:20])[C@H:15]1[O:14][CH2:13][CH2:12][CH2:11][CH2:10][CH2:9][NH:8][C:6]([O:5][CH2:4][CH2:3][C:1]#[N:2])=[O:7])(=[O:80])[C:74]1[CH:79]=[CH:78][CH:77]=[CH:76][CH:75]=1. (5) Given the reactants Cl[C:2]1[N:7]=[C:6]([N:8]([CH3:24])[C:9]2[CH:14]=[CH:13][N:12]=[C:11]([NH:15][CH2:16][CH2:17][C:18]3[CH:19]=[N:20][CH:21]=[CH:22][CH:23]=3)[N:10]=2)[CH:5]=[CH:4][N:3]=1.[F:25][C:26]1[CH:31]=[CH:30][C:29]([F:32])=[CH:28][C:27]=1B(O)O.C(=O)([O-])[O-].[Na+].[Na+].CCO, predict the reaction product. The product is: [F:25][C:26]1[CH:31]=[CH:30][C:29]([F:32])=[CH:28][C:27]=1[C:2]1[N:7]=[C:6]([N:8]([CH3:24])[C:9]2[CH:14]=[CH:13][N:12]=[C:11]([NH:15][CH2:16][CH2:17][C:18]3[CH:19]=[N:20][CH:21]=[CH:22][CH:23]=3)[N:10]=2)[CH:5]=[CH:4][N:3]=1.